Dataset: Catalyst prediction with 721,799 reactions and 888 catalyst types from USPTO. Task: Predict which catalyst facilitates the given reaction. Reactant: C([N:8]1[CH2:13][CH2:12][N:11]([C:14]2[CH:19]=[CH:18][CH:17]=[CH:16][C:15]=2[S:20][C:21]2[CH:26]=[CH:25][C:24]([CH3:27])=[CH:23][C:22]=2[CH3:28])[CH2:10][CH2:9]1)C1C=CC=CC=1.[BrH:29].[OH-].[Na+]. Product: [CH3:27][C:24]1[CH:25]=[CH:26][C:21]([S:20][C:15]2[CH:16]=[CH:17][CH:18]=[CH:19][C:14]=2[N:11]2[CH2:10][CH2:9][NH:8][CH2:13][CH2:12]2)=[C:22]([CH3:28])[CH:23]=1.[BrH:29]. The catalyst class is: 93.